From a dataset of Experimentally validated miRNA-target interactions with 360,000+ pairs, plus equal number of negative samples. Binary Classification. Given a miRNA mature sequence and a target amino acid sequence, predict their likelihood of interaction. The miRNA is hsa-miR-514a-3p with sequence AUUGACACUUCUGUGAGUAGA. The protein sequence of the target gene is MAQVAVSTLPVEEESSSETRMVVTFLVSALESMCKELAKSKAEVACIAVYETDVFVVGTERGCAFVNARTDFQKDFAKYCVAEGLCEVKPPCPVNGMQVHSGETEILRKAVEDYFCFCYGKALGTTVMVPVPYEKMLRDQSAVVVQGLPEGVAFQHPENYDLATLKWILENKAGISFIINRPFLGPESQLGGPGMVTDAERSIVSPSESCGPINVKTEPMEDSGISLKAEAVSVKKESEDPNYYQYNMQGSHPSSTSNEVIEMELPMEDSTPLVPSEEPNEDPEAEVKIEGNTNSSSVTN.... Result: 0 (no interaction).